From a dataset of Forward reaction prediction with 1.9M reactions from USPTO patents (1976-2016). Predict the product of the given reaction. (1) Given the reactants Br[C:2]1[CH:3]=[N:4][CH:5]=[C:6]([Br:8])[CH:7]=1.[NH:9]1[CH2:14][CH2:13][NH:12][CH2:11][CH2:10]1.Cl[CH2:16]Cl, predict the reaction product. The product is: [Br:8][C:6]1[CH:7]=[C:2]([N:9]2[CH2:14][CH2:13][N:12]([CH3:16])[CH2:11][CH2:10]2)[CH:3]=[N:4][CH:5]=1. (2) Given the reactants C[O:2][C:3]([C:5]1[CH:6]=[C:7]2[C:11](=[CH:12][CH:13]=1)[N:10]([CH2:14][C:15]1[CH:20]=[CH:19][CH:18]=[C:17]([F:21])[CH:16]=1)[C:9](=[O:22])[C@@:8]12[CH2:24][C@@H:23]1[C:25]1[CH:30]=[CH:29][C:28]([F:31])=[CH:27][CH:26]=1)=[O:4].[OH-].[Li+], predict the reaction product. The product is: [F:21][C:17]1[CH:16]=[C:15]([CH:20]=[CH:19][CH:18]=1)[CH2:14][N:10]1[C:11]2[C:7](=[CH:6][C:5]([C:3]([OH:4])=[O:2])=[CH:13][CH:12]=2)[C@@:8]2([CH2:24][C@@H:23]2[C:25]2[CH:30]=[CH:29][C:28]([F:31])=[CH:27][CH:26]=2)[C:9]1=[O:22]. (3) The product is: [C:18]([O:22][C:23]([N:25]1[CH2:30][CH2:29][CH:28]([N:31]([C:14]([C:12]2[O:11][N:10]=[C:9]([C:6]3[CH:7]=[CH:8][C:3]([C:1]#[N:2])=[CH:4][C:5]=3[F:17])[CH:13]=2)=[O:16])[CH:32]2[CH2:33][CH2:34]2)[CH2:27][CH2:26]1)=[O:24])([CH3:21])([CH3:19])[CH3:20]. Given the reactants [C:1]([C:3]1[CH:8]=[CH:7][C:6]([C:9]2[CH:13]=[C:12]([C:14]([OH:16])=O)[O:11][N:10]=2)=[C:5]([F:17])[CH:4]=1)#[N:2].[C:18]([O:22][C:23]([N:25]1[CH2:30][CH2:29][CH:28]([NH:31][CH:32]2[CH2:34][CH2:33]2)[CH2:27][CH2:26]1)=[O:24])([CH3:21])([CH3:20])[CH3:19], predict the reaction product. (4) Given the reactants [N:1]1[CH:2]=[C:3]([C:19]2[CH:24]=[CH:23][C:22](C3(NC(=O)OC(C)(C)C)CCC3)=[CH:21][CH:20]=2)[N:4]2[C:10]=1[C:9]1[CH:11]=[CH:12][CH:13]=[CH:14][C:8]=1[NH:7][C:6]1[N:15]=[CH:16][CH:17]=[CH:18][C:5]2=1.C1(B(O)O)C=CC=CC=1, predict the reaction product. The product is: [C:19]1([C:3]2[N:4]3[C:5]4[CH:18]=[CH:17][CH:16]=[N:15][C:6]=4[NH:7][C:8]4[CH:14]=[CH:13][CH:12]=[CH:11][C:9]=4[C:10]3=[N:1][CH:2]=2)[CH:20]=[CH:21][CH:22]=[CH:23][CH:24]=1. (5) Given the reactants [Br:1][C:2]1[CH:7]=[CH:6][C:5]([C:8]([N:10]2[CH2:15][CH2:14][O:13][CH2:12][CH2:11]2)=[O:9])=[C:4]([CH2:16][O:17][Si](C(C)(C)C)(C)C)[CH:3]=1.[F-].C([N+](CCCC)(CCCC)CCCC)CCC, predict the reaction product. The product is: [Br:1][C:2]1[CH:7]=[CH:6][C:5]([C:8]([N:10]2[CH2:11][CH2:12][O:13][CH2:14][CH2:15]2)=[O:9])=[C:4]([CH2:16][OH:17])[CH:3]=1. (6) Given the reactants [C:1]([O:4][C:5](=O)[CH3:6])(=[O:3])[CH3:2].[Cl:8][C:9]1[C:10]([N:15]2[C:19]3=[N:20][CH:21]=[N:22][C:23]([O:24][C@@H:25](CCO)[C:26]([NH:28][C:29]4[CH:34]=[CH:33][C:32]([CH3:35])=[CH:31][N:30]=4)=[O:27])=[C:18]3[CH:17]=[N:16]2)=[N:11][CH:12]=[CH:13][CH:14]=1.C(N(CC)C(C)C)(C)C, predict the reaction product. The product is: [Cl:8][C:9]1[C:10]([N:15]2[C:19]3[N:20]=[CH:21][N:22]=[C:23]([O:24][C@H:25]([C:26]([NH:28][C:29]4[CH:34]=[CH:33][C:32]([CH3:35])=[CH:31][N:30]=4)=[O:27])[CH2:6][CH2:5][O:4][C:1](=[O:3])[CH3:2])[C:18]=3[CH:17]=[N:16]2)=[N:11][CH:12]=[CH:13][CH:14]=1. (7) Given the reactants [C:1]([C:3]1[CH:4]=[CH:5][C:6]([C@@H:12]2[C:17]([C:18]#[N:19])=[C:16]([CH3:20])[N:15]([C:21]3[CH:26]=[CH:25][CH:24]=[C:23]([C:27]([F:30])([F:29])[F:28])[CH:22]=3)[C:14](=[O:31])[N:13]2[CH3:32])=[C:7]([S:9]([O-:11])=[O:10])[CH:8]=1)#[N:2].[Na+].Br[CH2:35][CH:36]1[CH2:39][CH2:38][CH2:37]1, predict the reaction product. The product is: [C:1]([C:3]1[CH:4]=[CH:5][C:6]([C@@H:12]2[C:17]([C:18]#[N:19])=[C:16]([CH3:20])[N:15]([C:21]3[CH:26]=[CH:25][CH:24]=[C:23]([C:27]([F:29])([F:30])[F:28])[CH:22]=3)[C:14](=[O:31])[N:13]2[CH3:32])=[C:7]([S:9]([CH2:35][CH:36]2[CH2:39][CH2:38][CH2:37]2)(=[O:11])=[O:10])[CH:8]=1)#[N:2]. (8) Given the reactants [OH-].[Na+].[CH:3]1[CH:8]=[CH:7][C:6]([CH2:9][C@H:10]([NH2:14])[C:11]([OH:13])=[O:12])=[CH:5][CH:4]=1.Cl[C:16]1([CH2:27][C:28]2[CH:33]=[CH:32][CH:31]=[C:30]([Cl:34])[CH:29]=2)[C:24]2[C:19](=[CH:20][C:21]([Cl:25])=[CH:22][CH:23]=2)[NH:18][C:17]1=[O:26], predict the reaction product. The product is: [Cl:25][C:21]1[CH:20]=[C:19]2[C:24]([C:16]([NH:14][CH:10]([CH2:9][C:6]3[CH:5]=[CH:4][CH:3]=[CH:8][CH:7]=3)[C:11]([OH:13])=[O:12])([CH2:27][C:28]3[CH:33]=[CH:32][CH:31]=[C:30]([Cl:34])[CH:29]=3)[C:17](=[O:26])[NH:18]2)=[CH:23][CH:22]=1. (9) Given the reactants [CH2:1]([O:8][C:9]([N:11]1[C:19]2[C:14](=[CH:15][CH:16]=[CH:17][CH:18]=2)[CH2:13][C@H:12]1[C:20](O)=[O:21])=[O:10])[C:2]1[CH:7]=[CH:6][CH:5]=[CH:4][CH:3]=1.C(N(CC)CC)C.FC(F)(F)C(OC1C(F)=C(F)C(F)=C(F)C=1F)=O.FC(F)(F)C(O)=O.[NH2:55][C:56]1[S:57][CH:58]=[C:59]([C:61]2[CH:72]=[CH:71][C:64]([C:65]([NH:67][CH:68]3[CH2:70][CH2:69]3)=[O:66])=[CH:63][CH:62]=2)[N:60]=1, predict the reaction product. The product is: [CH2:1]([O:8][C:9]([N:11]1[C:19]2[C:14](=[CH:15][CH:16]=[CH:17][CH:18]=2)[CH2:13][C@H:12]1[C:20](=[O:21])[NH:55][C:56]1[S:57][CH:58]=[C:59]([C:61]2[CH:62]=[CH:63][C:64]([C:65](=[O:66])[NH:67][CH:68]3[CH2:69][CH2:70]3)=[CH:71][CH:72]=2)[N:60]=1)=[O:10])[C:2]1[CH:7]=[CH:6][CH:5]=[CH:4][CH:3]=1. (10) Given the reactants [Cl:1][C:2]1[CH:10]=[CH:9][CH:8]=[C:7]2[C:3]=1[C:4]([C:15]([OH:17])=O)=[CH:5][N:6]2[CH:11]1[CH2:14][O:13][CH2:12]1.Cl.[O:19]1[CH2:24][CH2:23][CH2:22][CH:21]([CH2:25][NH2:26])[CH2:20]1, predict the reaction product. The product is: [O:19]1[CH2:24][CH2:23][CH2:22][CH:21]([CH2:25][NH:26][C:15]([C:4]2[C:3]3[C:7](=[CH:8][CH:9]=[CH:10][C:2]=3[Cl:1])[N:6]([CH:11]3[CH2:12][O:13][CH2:14]3)[CH:5]=2)=[O:17])[CH2:20]1.